Regression. Given two drug SMILES strings and cell line genomic features, predict the synergy score measuring deviation from expected non-interaction effect. From a dataset of NCI-60 drug combinations with 297,098 pairs across 59 cell lines. (1) Drug 1: CCCS(=O)(=O)NC1=C(C(=C(C=C1)F)C(=O)C2=CNC3=C2C=C(C=N3)C4=CC=C(C=C4)Cl)F. Drug 2: CC1=C(C=C(C=C1)NC(=O)C2=CC=C(C=C2)CN3CCN(CC3)C)NC4=NC=CC(=N4)C5=CN=CC=C5. Cell line: SF-539. Synergy scores: CSS=13.3, Synergy_ZIP=-2.67, Synergy_Bliss=3.04, Synergy_Loewe=0.950, Synergy_HSA=3.82. (2) Drug 1: CN1CCC(CC1)COC2=C(C=C3C(=C2)N=CN=C3NC4=C(C=C(C=C4)Br)F)OC. Drug 2: CNC(=O)C1=NC=CC(=C1)OC2=CC=C(C=C2)NC(=O)NC3=CC(=C(C=C3)Cl)C(F)(F)F. Cell line: SNB-75. Synergy scores: CSS=5.78, Synergy_ZIP=-5.28, Synergy_Bliss=-6.04, Synergy_Loewe=-8.92, Synergy_HSA=-6.64. (3) Drug 1: CN(C)N=NC1=C(NC=N1)C(=O)N. Drug 2: CC1CCC2CC(C(=CC=CC=CC(CC(C(=O)C(C(C(=CC(C(=O)CC(OC(=O)C3CCCCN3C(=O)C(=O)C1(O2)O)C(C)CC4CCC(C(C4)OC)OCCO)C)C)O)OC)C)C)C)OC. Cell line: A498. Synergy scores: CSS=18.3, Synergy_ZIP=1.50, Synergy_Bliss=2.86, Synergy_Loewe=-5.92, Synergy_HSA=2.70. (4) Drug 1: C1=NC2=C(N1)C(=S)N=CN2. Drug 2: CC12CCC3C(C1CCC2OP(=O)(O)O)CCC4=C3C=CC(=C4)OC(=O)N(CCCl)CCCl.[Na+]. Cell line: UACC62. Synergy scores: CSS=49.3, Synergy_ZIP=-4.89, Synergy_Bliss=-2.21, Synergy_Loewe=-22.0, Synergy_HSA=-1.93.